This data is from Peptide-MHC class II binding affinity with 134,281 pairs from IEDB. The task is: Regression. Given a peptide amino acid sequence and an MHC pseudo amino acid sequence, predict their binding affinity value. This is MHC class II binding data. The peptide sequence is AGIMIFDPYGATISA. The MHC is HLA-DQA10101-DQB10501 with pseudo-sequence HLA-DQA10101-DQB10501. The binding affinity (normalized) is 0.102.